Dataset: Peptide-MHC class II binding affinity with 134,281 pairs from IEDB. Task: Regression. Given a peptide amino acid sequence and an MHC pseudo amino acid sequence, predict their binding affinity value. This is MHC class II binding data. (1) The peptide sequence is RPGLLIGFGLRTLWS. The MHC is HLA-DQA10501-DQB10402 with pseudo-sequence HLA-DQA10501-DQB10402. The binding affinity (normalized) is 0.820. (2) The peptide sequence is IAAMMTSPLSVASMT. The MHC is DRB1_0405 with pseudo-sequence DRB1_0405. The binding affinity (normalized) is 0.451. (3) The peptide sequence is AAATAGDTVYGAFAA. The MHC is HLA-DPA10103-DPB10601 with pseudo-sequence HLA-DPA10103-DPB10601. The binding affinity (normalized) is 0. (4) The peptide sequence is RDKFLANVSTVLTGK. The MHC is DRB1_1001 with pseudo-sequence DRB1_1001. The binding affinity (normalized) is 0.684. (5) The peptide sequence is PLKLRGTAVMSLKEN. The MHC is DRB1_0101 with pseudo-sequence DRB1_0101. The binding affinity (normalized) is 0.726.